From a dataset of Peptide-MHC class I binding affinity with 185,985 pairs from IEDB/IMGT. Regression. Given a peptide amino acid sequence and an MHC pseudo amino acid sequence, predict their binding affinity value. This is MHC class I binding data. The peptide sequence is HESSVSWMF. The MHC is HLA-B15:01 with pseudo-sequence HLA-B15:01. The binding affinity (normalized) is 0.398.